Task: Predict which catalyst facilitates the given reaction.. Dataset: Catalyst prediction with 721,799 reactions and 888 catalyst types from USPTO (1) Reactant: C([O:5][C:6](=[O:17])[CH2:7][O:8][C:9]1[CH:14]=[CH:13][C:12]([F:15])=[CH:11][C:10]=1Br)(C)(C)C.C([O-])([O-])=O.[Na+].[Na+].[CH2:24]([C:26]1[CH:31]=[CH:30][CH:29]=[CH:28][C:27]=1B(O)O)[CH3:25]. Product: [CH2:24]([C:26]1[CH:31]=[CH:30][CH:29]=[CH:28][C:27]=1[C:10]1[CH:11]=[C:12]([F:15])[CH:13]=[CH:14][C:9]=1[O:8][CH2:7][C:6]([OH:5])=[O:17])[CH3:25]. The catalyst class is: 57. (2) Reactant: [NH3:1].[CH:2]([N:15]1[CH2:18][CH:17](OS(C)(=O)=O)[CH2:16]1)([C:9]1[CH:14]=[CH:13][CH:12]=[CH:11][CH:10]=1)[C:3]1[CH:8]=[CH:7][CH:6]=[CH:5][CH:4]=1. Product: [CH:2]([N:15]1[CH2:18][CH:17]([NH2:1])[CH2:16]1)([C:9]1[CH:14]=[CH:13][CH:12]=[CH:11][CH:10]=1)[C:3]1[CH:8]=[CH:7][CH:6]=[CH:5][CH:4]=1. The catalyst class is: 5.